Dataset: Reaction yield outcomes from USPTO patents with 853,638 reactions. Task: Predict the reaction yield, written as a fraction of the theoretical maximum amount of product (1.0 means a 100% yield; for example, 0.34 means a 34% yield). The reactants are C1C2C(COC(N[C@H:19]([C:27]([OH:29])=[O:28])[C:20]([S:23]([CH3:26])(=[O:25])=[O:24])([CH3:22])[CH3:21])=O)C3C(=CC=CC=3)C=2C=CC=1.N1CCCCC1.CN(C)C=[O:39]. No catalyst specified. The product is [OH:39][C@@H:19]([C:20]([CH3:22])([S:23]([CH3:26])(=[O:25])=[O:24])[CH3:21])[C:27]([OH:29])=[O:28]. The yield is 0.250.